Dataset: Catalyst prediction with 721,799 reactions and 888 catalyst types from USPTO. Task: Predict which catalyst facilitates the given reaction. (1) Reactant: [NH2:1][CH:2]([CH2:12][C:13]1[CH:18]=[CH:17][CH:16]=[C:15]([O:19][CH2:20][C:21]([F:26])([F:25])[CH:22]([F:24])[F:23])[CH:14]=1)[CH:3]([C:5]1[CH:10]=[CH:9][C:8]([F:11])=[CH:7][CH:6]=1)[OH:4].[F:27][C:28]1[C:37]2[C:32](=[CH:33][CH:34]=[CH:35][CH:36]=2)[C:31]([C:38](O)=[O:39])=[CH:30][CH:29]=1.Cl.C(N=C=NCCCN(C)C)C.ON1C2C=CC=CC=2N=N1. Product: [F:11][C:8]1[CH:9]=[CH:10][C:5]([CH:3]([OH:4])[CH:2]([NH:1][C:38]([C:31]2[C:32]3[C:37](=[CH:36][CH:35]=[CH:34][CH:33]=3)[C:28]([F:27])=[CH:29][CH:30]=2)=[O:39])[CH2:12][C:13]2[CH:18]=[CH:17][CH:16]=[C:15]([O:19][CH2:20][C:21]([F:26])([F:25])[CH:22]([F:24])[F:23])[CH:14]=2)=[CH:6][CH:7]=1. The catalyst class is: 47. (2) Reactant: Br[C:2]1[CH:3]=[C:4]([CH:18]=[C:19]([Cl:21])[CH:20]=1)[CH2:5][O:6][C:7]1[CH:12]=[CH:11][CH:10]=[CH:9][C:8]=1[CH2:13][C:14]([O:16][CH3:17])=[O:15].[CH3:22][N:23]1[CH:27]=[C:26](B2OC(C)(C)C(C)(C)O2)[CH:25]=[N:24]1.C(Cl)Cl.C([O-])([O-])=O.[Na+].[Na+]. Product: [Cl:21][C:19]1[CH:18]=[C:4]([CH:3]=[C:2]([C:26]2[CH:25]=[N:24][N:23]([CH3:22])[CH:27]=2)[CH:20]=1)[CH2:5][O:6][C:7]1[CH:12]=[CH:11][CH:10]=[CH:9][C:8]=1[CH2:13][C:14]([O:16][CH3:17])=[O:15]. The catalyst class is: 117.